Task: Predict the reactants needed to synthesize the given product.. Dataset: Full USPTO retrosynthesis dataset with 1.9M reactions from patents (1976-2016) (1) Given the product [N:1]1([C:13]2[CH:14]=[N:15][CH:16]=[CH:17][CH:18]=2)[CH:5]=[CH:4][CH:3]=[N:2]1, predict the reactants needed to synthesize it. The reactants are: [NH:1]1[CH:5]=[CH:4][CH:3]=[N:2]1.C(=O)([O-])[O-].[Cs+].[Cs+].Br[C:13]1[CH:14]=[N:15][CH:16]=[CH:17][CH:18]=1. (2) Given the product [CH3:3][O:4][CH2:5][CH2:6][CH2:7][N:8]1[C:13]2[CH:14]=[C:15]([CH2:18][O:19][CH:20]3[CH2:25][NH:24][CH2:23][CH:22]([O:36][CH2:65][CH2:66][NH:67][CH3:78])[CH:21]3[C:37]3[CH:42]=[CH:41][C:40]([O:43][C:44]4[CH:54]=[CH:53][C:47]5[N:48]([CH3:52])[CH2:49][CH2:50][O:51][C:46]=5[CH:45]=4)=[CH:39][CH:38]=3)[CH:16]=[CH:17][C:12]=2[O:11][CH2:10][CH2:9]1, predict the reactants needed to synthesize it. The reactants are: [H-].[Na+].[CH3:3][O:4][CH2:5][CH2:6][CH2:7][N:8]1[C:13]2[CH:14]=[C:15]([CH2:18][O:19][CH:20]3[CH2:25][N:24](S(C4C=CC(C)=CC=4)(=O)=O)[CH2:23][CH:22]([OH:36])[CH:21]3[C:37]3[CH:42]=[CH:41][C:40]([O:43][C:44]4[CH:54]=[CH:53][C:47]5[N:48]([CH3:52])[CH2:49][CH2:50][O:51][C:46]=5[CH:45]=4)=[CH:39][CH:38]=3)[CH:16]=[CH:17][C:12]=2[O:11][CH2:10][CH2:9]1.C1(C)C=CC(S(O[CH2:65][CH2:66][N:67]([CH3:78])S(C2C=CC(C)=CC=2)(=O)=O)(=O)=O)=CC=1.C(=O)(O)[O-].[Na+]. (3) Given the product [F:22][C:18]1[CH:17]=[C:16]([CH:21]=[CH:20][CH:19]=1)[O:15][CH2:14][C:11]1[CH:12]=[CH:13][C:8]([NH:7][C:5](=[O:6])[CH2:4][C:3]([NH2:25])=[O:2])=[CH:9][CH:10]=1, predict the reactants needed to synthesize it. The reactants are: C[O:2][C:3](=O)[CH2:4][C:5]([NH:7][C:8]1[CH:13]=[CH:12][C:11]([CH2:14][O:15][C:16]2[CH:21]=[CH:20][CH:19]=[C:18]([F:22])[CH:17]=2)=[CH:10][CH:9]=1)=[O:6].[OH-].[NH4+:25]. (4) Given the product [C:1]1([S:15]([O-:17])=[O:16])[CH:2]=[C:3]([S:11]([O-:13])=[O:12])[CH:4]=[C:5]([S:7]([O-:9])=[O:8])[CH:6]=1.[Na+:23].[Na+:23].[Na+:23], predict the reactants needed to synthesize it. The reactants are: [C:1]1([S:15](Cl)(=[O:17])=[O:16])[CH:6]=[C:5]([S:7](Cl)(=[O:9])=[O:8])[CH:4]=[C:3]([S:11](Cl)(=[O:13])=[O:12])[CH:2]=1.[O-]S([O-])=O.[Na+:23].[Na+].[OH-].[Na+]. (5) Given the product [CH3:21][O:20][C:16]1[CH:15]=[C:14]([C:11]2[CH2:10][C:9]3([CH2:22][CH2:23][CH:6]([C:4]([OH:5])=[O:3])[CH2:7][CH2:8]3)[O:13][N:12]=2)[CH:19]=[CH:18][CH:17]=1, predict the reactants needed to synthesize it. The reactants are: C([O:3][C:4]([CH:6]1[CH2:23][CH2:22][C:9]2([O:13][N:12]=[C:11]([C:14]3[CH:19]=[CH:18][CH:17]=[C:16]([O:20][CH3:21])[CH:15]=3)[CH2:10]2)[CH2:8][CH2:7]1)=[O:5])C.O.[OH-].[Li+]. (6) Given the product [C:1]([CH:3]1[CH2:6][N:5]([C:7](=[O:40])[C@H:8]([NH:10][C:11]([C:13]2[C:21]3[C:16](=[N:17][CH:18]=[C:19]([C:22]4[C:30]5[C:25](=[CH:26][C:27]([Cl:31])=[CH:28][CH:29]=5)[N:24]([CH3:43])[CH:23]=4)[N:20]=3)[N:15]([CH2:32][O:33][CH2:34][CH2:35][Si:36]([CH3:39])([CH3:38])[CH3:37])[CH:14]=2)=[O:12])[CH3:9])[CH2:4]1)#[N:2], predict the reactants needed to synthesize it. The reactants are: [C:1]([CH:3]1[CH2:6][N:5]([C:7](=[O:40])[C@H:8]([NH:10][C:11]([C:13]2[C:21]3[C:16](=[N:17][CH:18]=[C:19]([C:22]4[C:30]5[C:25](=[CH:26][C:27]([Cl:31])=[CH:28][CH:29]=5)[NH:24][CH:23]=4)[N:20]=3)[N:15]([CH2:32][O:33][CH2:34][CH2:35][Si:36]([CH3:39])([CH3:38])[CH3:37])[CH:14]=2)=[O:12])[CH3:9])[CH2:4]1)#[N:2].[H-].[Na+].[CH3:43]I. (7) Given the product [N+:15]([C:13]1[CH:12]=[CH:11][C:4]2[S:5][C:6]([C:7]([O:9][CH3:10])=[O:8])=[C:2]([O:1][S:26]([C:29]([F:32])([F:31])[F:30])(=[O:27])=[O:25])[C:3]=2[CH:14]=1)([O-:17])=[O:16], predict the reactants needed to synthesize it. The reactants are: [OH:1][C:2]1[C:3]2[CH:14]=[C:13]([N+:15]([O-:17])=[O:16])[CH:12]=[CH:11][C:4]=2[S:5][C:6]=1[C:7]([O:9][CH3:10])=[O:8].CCN(CC)CC.[O:25](S(C(F)(F)F)(=O)=O)[S:26]([C:29]([F:32])([F:31])[F:30])(=O)=[O:27]. (8) Given the product [F:20][C:14]1[CH:15]=[C:16]([F:19])[CH:17]=[CH:18][C:13]=1[S:10]([NH:9][C:4]1[C:5]([Cl:8])=[N:6][CH:7]=[C:2]([C:40]2[S:44][C:43]([C:45]3[CH:46]=[C:47]4[C:51](=[CH:52][CH:53]=3)[C:50](=[O:54])[N:49]([CH3:55])[CH2:48]4)=[CH:42][CH:41]=2)[CH:3]=1)(=[O:12])=[O:11], predict the reactants needed to synthesize it. The reactants are: Br[C:2]1[CH:3]=[C:4]([NH:9][S:10]([C:13]2[CH:18]=[CH:17][C:16]([F:19])=[CH:15][C:14]=2[F:20])(=[O:12])=[O:11])[C:5]([Cl:8])=[N:6][CH:7]=1.B1(B2OC(C)(C)C(C)(C)O2)OC(C)(C)C(C)(C)O1.I[C:40]1[S:44][C:43]([C:45]2[CH:46]=[C:47]3[C:51](=[CH:52][CH:53]=2)[C:50](=[O:54])[N:49]([CH3:55])[CH2:48]3)=[CH:42][CH:41]=1.